Dataset: Forward reaction prediction with 1.9M reactions from USPTO patents (1976-2016). Task: Predict the product of the given reaction. (1) The product is: [NH2:21][CH2:20][C@@H:19]([N:2]1[CH:3]=[CH:4][C:5]([C:6]2[CH:13]=[CH:12][C:9]([C:10]#[N:11])=[C:8]([C:14]([F:15])([F:16])[F:17])[CH:7]=2)=[N:1]1)[CH3:29]. Given the reactants [NH:1]1[C:5]([C:6]2[CH:13]=[CH:12][C:9]([C:10]#[N:11])=[C:8]([C:14]([F:17])([F:16])[F:15])[CH:7]=2)=[CH:4][CH:3]=[N:2]1.O[C@H:19]([CH3:29])[CH2:20][NH:21]C(=O)OC(C)(C)C.C1(P(C2C=CC=CC=2)C2C=CC=CC=2)C=CC=CC=1.N(C(OC(C)(C)C)=O)=NC(OC(C)(C)C)=O, predict the reaction product. (2) Given the reactants [CH2:1]([O:3][C:4]([CH:6]1[CH2:11][CH2:10][N:9]([C:12]2[CH:17]=[CH:16][C:15]([N+:18]([O-])=O)=[C:14]([C:21](=[O:25])[N:22]([CH3:24])[CH3:23])[CH:13]=2)[CH2:8][CH2:7]1)=[O:5])[CH3:2], predict the reaction product. The product is: [CH2:1]([O:3][C:4]([CH:6]1[CH2:11][CH2:10][N:9]([C:12]2[CH:17]=[CH:16][C:15]([NH2:18])=[C:14]([C:21](=[O:25])[N:22]([CH3:24])[CH3:23])[CH:13]=2)[CH2:8][CH2:7]1)=[O:5])[CH3:2]. (3) Given the reactants [CH3:1][C:2]1[CH:7]=[CH:6][CH:5]=[CH:4][C:3]=1[C:8]([CH3:18])([CH3:17])[CH2:9][C@:10]1([C:13]([F:16])([F:15])[F:14])[CH2:12][O:11]1.[Br:19]N1C(=O)CCC1=O, predict the reaction product. The product is: [Br:19][CH2:1][C:2]1[CH:7]=[CH:6][CH:5]=[CH:4][C:3]=1[C:8]([CH3:18])([CH3:17])[CH2:9][C@:10]1([C:13]([F:14])([F:16])[F:15])[CH2:12][O:11]1. (4) Given the reactants [Cl:1][C:2]1[CH:3]=[C:4]([CH:12]=[C:13](Cl)[N:14]=1)[C:5]([O:7][C:8]([CH3:11])([CH3:10])[CH3:9])=[O:6].O.[NH2:17][NH2:18], predict the reaction product. The product is: [Cl:1][C:2]1[CH:3]=[C:4]([CH:12]=[C:13]([NH:17][NH2:18])[N:14]=1)[C:5]([O:7][C:8]([CH3:11])([CH3:10])[CH3:9])=[O:6]. (5) Given the reactants [O:1]1[C:5]2([CH2:10][CH2:9][CH:8]([CH:11]=[O:12])[CH2:7][CH2:6]2)[O:4][CH2:3][CH2:2]1.[CH2:13]([Mg]Br)[CH:14]=[CH2:15], predict the reaction product. The product is: [O:1]1[C:5]2([CH2:10][CH2:9][CH:8]([CH:11]([OH:12])[CH2:15][CH:14]=[CH2:13])[CH2:7][CH2:6]2)[O:4][CH2:3][CH2:2]1.